This data is from NCI-60 drug combinations with 297,098 pairs across 59 cell lines. The task is: Regression. Given two drug SMILES strings and cell line genomic features, predict the synergy score measuring deviation from expected non-interaction effect. (1) Drug 1: CS(=O)(=O)C1=CC(=C(C=C1)C(=O)NC2=CC(=C(C=C2)Cl)C3=CC=CC=N3)Cl. Drug 2: C1CCC(CC1)NC(=O)N(CCCl)N=O. Cell line: LOX IMVI. Synergy scores: CSS=38.5, Synergy_ZIP=-9.49, Synergy_Bliss=-4.82, Synergy_Loewe=-6.18, Synergy_HSA=-1.70. (2) Drug 1: C1C(C(OC1N2C=NC3=C(N=C(N=C32)Cl)N)CO)O. Drug 2: CC1=C2C(C(=O)C3(C(CC4C(C3C(C(C2(C)C)(CC1OC(=O)C(C(C5=CC=CC=C5)NC(=O)OC(C)(C)C)O)O)OC(=O)C6=CC=CC=C6)(CO4)OC(=O)C)O)C)O. Cell line: NCIH23. Synergy scores: CSS=60.8, Synergy_ZIP=-0.510, Synergy_Bliss=1.14, Synergy_Loewe=0.363, Synergy_HSA=0.881. (3) Drug 1: C1CN1P(=S)(N2CC2)N3CC3. Drug 2: CS(=O)(=O)OCCCCOS(=O)(=O)C. Cell line: SF-268. Synergy scores: CSS=12.1, Synergy_ZIP=-1.84, Synergy_Bliss=3.01, Synergy_Loewe=1.70, Synergy_HSA=2.12. (4) Drug 1: C1=CC(=C2C(=C1NCCNCCO)C(=O)C3=C(C=CC(=C3C2=O)O)O)NCCNCCO. Drug 2: CC1=CC2C(CCC3(C2CCC3(C(=O)C)OC(=O)C)C)C4(C1=CC(=O)CC4)C. Cell line: OVCAR3. Synergy scores: CSS=27.1, Synergy_ZIP=6.29, Synergy_Bliss=4.73, Synergy_Loewe=-22.9, Synergy_HSA=2.80. (5) Synergy scores: CSS=44.3, Synergy_ZIP=-5.11, Synergy_Bliss=-7.90, Synergy_Loewe=-25.4, Synergy_HSA=-4.52. Cell line: CCRF-CEM. Drug 1: C1=C(C(=O)NC(=O)N1)F. Drug 2: CN(CC1=CN=C2C(=N1)C(=NC(=N2)N)N)C3=CC=C(C=C3)C(=O)NC(CCC(=O)O)C(=O)O. (6) Drug 1: CCC(=C(C1=CC=CC=C1)C2=CC=C(C=C2)OCCN(C)C)C3=CC=CC=C3.C(C(=O)O)C(CC(=O)O)(C(=O)O)O. Drug 2: CCC1(C2=C(COC1=O)C(=O)N3CC4=CC5=C(C=CC(=C5CN(C)C)O)N=C4C3=C2)O.Cl. Cell line: MDA-MB-231. Synergy scores: CSS=16.2, Synergy_ZIP=0.333, Synergy_Bliss=4.67, Synergy_Loewe=-11.9, Synergy_HSA=2.18. (7) Drug 1: CC1=C2C(C(=O)C3(C(CC4C(C3C(C(C2(C)C)(CC1OC(=O)C(C(C5=CC=CC=C5)NC(=O)OC(C)(C)C)O)O)OC(=O)C6=CC=CC=C6)(CO4)OC(=O)C)OC)C)OC. Drug 2: C1CCC(C1)C(CC#N)N2C=C(C=N2)C3=C4C=CNC4=NC=N3. Cell line: OVCAR-5. Synergy scores: CSS=48.1, Synergy_ZIP=6.87, Synergy_Bliss=6.36, Synergy_Loewe=-26.9, Synergy_HSA=4.20.